From a dataset of Full USPTO retrosynthesis dataset with 1.9M reactions from patents (1976-2016). Predict the reactants needed to synthesize the given product. (1) Given the product [CH3:2][O:3][C:4](=[O:21])[CH:5]([NH:20][C:28](=[O:29])[C:27]1[CH:31]=[CH:32][C:24]([C:23]([F:22])([F:33])[F:34])=[CH:25][CH:26]=1)[C:6]([C:8]1[CH:13]=[CH:12][C:11]([C:14]2[CH:19]=[CH:18][CH:17]=[CH:16][CH:15]=2)=[CH:10][CH:9]=1)=[O:7], predict the reactants needed to synthesize it. The reactants are: Cl.[CH3:2][O:3][C:4](=[O:21])[CH:5]([NH2:20])[C:6]([C:8]1[CH:13]=[CH:12][C:11]([C:14]2[CH:19]=[CH:18][CH:17]=[CH:16][CH:15]=2)=[CH:10][CH:9]=1)=[O:7].[F:22][C:23]([F:34])([F:33])[C:24]1[CH:32]=[CH:31][C:27]([C:28](Cl)=[O:29])=[CH:26][CH:25]=1.C(N(CC)CC)C. (2) Given the product [CH3:9][O:8][C:5]1[CH:6]=[CH:7][C:2]([C:1]([NH:12][C:13]2[S:17][C:16]([NH:18][C:19]3[CH:20]=[CH:21][C:22]([O:25][CH2:26][CH2:27][O:28][CH3:29])=[CH:23][CH:24]=3)=[N:15][C:14]=2[C:30]([NH2:32])=[O:31])=[O:10])=[CH:3][CH:4]=1, predict the reactants needed to synthesize it. The reactants are: [C:1](Cl)(=[O:10])[C:2]1[CH:7]=[CH:6][C:5]([O:8][CH3:9])=[CH:4][CH:3]=1.[NH2:12][C:13]1[S:17][C:16]([NH:18][C:19]2[CH:24]=[CH:23][C:22]([O:25][CH2:26][CH2:27][O:28][CH3:29])=[CH:21][CH:20]=2)=[N:15][C:14]=1[C:30]([NH2:32])=[O:31]. (3) Given the product [OH:5][C:4]1[CH:3]=[C:2]([CH:10]=[C:8]([OH:9])[C:6]=1[OH:7])[C:1]([O:12][C:18]1[C:17]2[C:22](=[C:13]([O:24][C:1](=[O:11])[C:2]3[CH:10]=[C:8]([OH:9])[C:6]([OH:7])=[C:4]([OH:5])[CH:3]=3)[CH:14]=[CH:15][CH:16]=2)[CH:21]=[CH:20][CH:19]=1)=[O:11], predict the reactants needed to synthesize it. The reactants are: [C:1]([OH:12])(=[O:11])[C:2]1[CH:10]=[C:8]([OH:9])[C:6]([OH:7])=[C:4]([OH:5])[CH:3]=1.[C:13]1([OH:24])[C:22]2[CH:21]=[CH:20][CH:19]=[C:18](O)[C:17]=2[CH:16]=[CH:15][CH:14]=1. (4) Given the product [C:14]1([C:5]2[O:6][C:7]([C:8]3[CH:9]=[N:10][CH:11]=[CH:12][CH:13]=3)=[C:3]([CH2:2][C:20]#[N:21])[N:4]=2)[CH:19]=[CH:18][CH:17]=[CH:16][CH:15]=1, predict the reactants needed to synthesize it. The reactants are: Cl[CH2:2][C:3]1[N:4]=[C:5]([C:14]2[CH:19]=[CH:18][CH:17]=[CH:16][CH:15]=2)[O:6][C:7]=1[C:8]1[CH:9]=[N:10][CH:11]=[CH:12][CH:13]=1.[C-:20]#[N:21].[K+].O. (5) Given the product [Cl:17][C:14]1[CH:15]=[CH:16][C:11]([NH:10][C:8]2[CH:7]=[CH:6][C:5]([C:18](=[O:26])[C:19]3[CH:24]=[CH:23][C:22]([NH:25][C:29]4[CH:34]=[CH:33][C:32]([Cl:35])=[CH:31][CH:30]=4)=[CH:21][CH:20]=3)=[C:4]([CH:9]=2)[C:3]([OH:2])=[O:27])=[CH:12][CH:13]=1, predict the reactants needed to synthesize it. The reactants are: C[O:2][C:3](=[O:27])[C:4]1[CH:9]=[C:8]([NH:10][C:11]2[CH:16]=[CH:15][C:14]([Cl:17])=[CH:13][CH:12]=2)[CH:7]=[CH:6][C:5]=1[C:18](=[O:26])[C:19]1[CH:24]=[CH:23][C:22]([NH2:25])=[CH:21][CH:20]=1.Br[C:29]1[CH:34]=[CH:33][C:32]([Cl:35])=[CH:31][CH:30]=1. (6) The reactants are: OCC1OC(C=O)=CC=1.O1C(C=O)=CC=C1C=O.[NH2:19][CH2:20][C:21]1[O:22][C:23]([CH2:26][NH2:27])=[CH:24][CH:25]=1. Given the product [NH2:19][CH2:20][CH:21]1[CH2:25][CH2:24][CH:23]([CH2:26][NH2:27])[O:22]1, predict the reactants needed to synthesize it. (7) Given the product [CH2:24]1[CH2:6][O:7][C:8]2([CH2:13][CH2:12][CH2:11][C:10]([CH2:26][CH2:27][CH2:28][CH2:29][CH2:30][CH2:31][CH2:32][CH2:33][CH2:34][CH2:35][OH:36])([S:14]([C:17]3[CH:18]=[CH:19][CH:20]=[CH:21][CH:22]=3)(=[O:16])=[O:15])[CH2:9]2)[O:23]1, predict the reactants needed to synthesize it. The reactants are: C([Li])CCC.[CH2:6]1[CH2:24][O:23][C:8]2([CH2:13][CH2:12][CH2:11][CH:10]([S:14]([C:17]3[CH:22]=[CH:21][CH:20]=[CH:19][CH:18]=3)(=[O:16])=[O:15])[CH2:9]2)[O:7]1.Br[CH2:26][CH2:27][CH2:28][CH2:29][CH2:30][CH2:31][CH2:32][CH2:33][CH2:34][CH2:35][OH:36].[Cl-].[NH4+]. (8) Given the product [F:28][C:27]1[C:26]([O:29][CH3:30])=[CH:25][C:24]([O:31][CH3:32])=[C:23]([F:33])[C:22]=1[N:17]1[CH2:18][C:19]2[CH:20]=[N:21][C:12]([NH:8][CH2:7][C:6]3[CH:9]=[CH:10][C:3]([O:2][CH3:1])=[CH:4][CH:5]=3)=[CH:13][C:14]=2[N:15]([CH3:35])[C:16]1=[O:34], predict the reactants needed to synthesize it. The reactants are: [CH3:1][O:2][C:3]1[CH:10]=[CH:9][C:6]([CH2:7][NH2:8])=[CH:5][CH:4]=1.Cl[C:12]1[N:21]=[CH:20][C:19]2[CH2:18][N:17]([C:22]3[C:27]([F:28])=[C:26]([O:29][CH3:30])[CH:25]=[C:24]([O:31][CH3:32])[C:23]=3[F:33])[C:16](=[O:34])[N:15]([CH3:35])[C:14]=2[CH:13]=1.C1C=CC(P(C2C=CC3C(=CC=CC=3)C=2C2C3C(=CC=CC=3)C=CC=2P(C2C=CC=CC=2)C2C=CC=CC=2)C2C=CC=CC=2)=CC=1.C(=O)([O-])[O-].[Cs+].[Cs+].O1CCOCC1. (9) Given the product [ClH:21].[NH2:8][C@@H:9]([CH2:13][C:14]([F:19])([F:20])[CH2:15][CH:16]1[CH2:18][CH2:17]1)[C:10]([OH:12])=[O:11], predict the reactants needed to synthesize it. The reactants are: C(OC([NH:8][C@@H:9]([CH2:13][C:14]([F:20])([F:19])[CH2:15][CH:16]1[CH2:18][CH2:17]1)[C:10]([OH:12])=[O:11])=O)(C)(C)C.[ClH:21]. (10) Given the product [F:35][C:36]1[CH:41]=[CH:40][C:39]([C:14]2[CH:15]=[C:10]([CH:5]([CH2:6][CH:7]([CH3:8])[CH3:9])[C:4]([OH:3])=[O:34])[CH:11]=[C:12]([C:24]3[CH:29]=[CH:28][C:27]([C:30]([F:33])([F:31])[F:32])=[CH:26][CH:25]=3)[CH:13]=2)=[CH:38][CH:37]=1, predict the reactants needed to synthesize it. The reactants are: C([O:3][C:4](=[O:34])[CH:5]([C:10]1[CH:11]=[C:12]([C:24]2[CH:29]=[CH:28][C:27]([C:30]([F:33])([F:32])[F:31])=[CH:26][CH:25]=2)[CH:13]=[C:14](OS(C(F)(F)F)(=O)=O)[CH:15]=1)[CH2:6][CH:7]([CH3:9])[CH3:8])C.[F:35][C:36]1[CH:41]=[CH:40][C:39](B(O)O)=[CH:38][CH:37]=1.